From a dataset of Forward reaction prediction with 1.9M reactions from USPTO patents (1976-2016). Predict the product of the given reaction. (1) The product is: [F:21][C:22]1[CH:23]=[C:24]([C:2]2[CH:3]=[CH:4][C:5]3[O:11][CH2:10][CH2:9][N:8]([CH2:12][C:13]4[N:18]=[CH:17][CH:16]=[CH:15][N:14]=4)[C:7](=[O:19])[C:6]=3[CH:20]=2)[CH:25]=[CH:26][C:27]=1[C:28]([F:29])([F:30])[F:31]. Given the reactants Br[C:2]1[CH:3]=[CH:4][C:5]2[O:11][CH2:10][CH2:9][N:8]([CH2:12][C:13]3[N:18]=[CH:17][CH:16]=[CH:15][N:14]=3)[C:7](=[O:19])[C:6]=2[CH:20]=1.[F:21][C:22]1[CH:23]=[C:24](B2OC(C)(C)C(C)(C)O2)[CH:25]=[CH:26][C:27]=1[C:28]([F:31])([F:30])[F:29].C(=O)([O-])[O-].[Cs+].[Cs+].CCOC(C)=O, predict the reaction product. (2) Given the reactants [CH2:1]([C:5]1[N:6]([CH2:15][CH2:16][CH3:17])[C:7](=N)[C:8]2[CH:13]=[CH:12][S:11][C:9]=2[N:10]=1)[CH2:2][CH2:3][CH3:4].C(=O)([O-])[O-].[Na+].[Na+].[CH3:24][N:25](C=O)C, predict the reaction product. The product is: [CH2:1]([C:5]1[N:6]([CH2:15][CH2:16][CH3:17])[C:7](=[CH:24][NH2:25])[C:8]2[CH:13]=[CH:12][S:11][C:9]=2[N:10]=1)[CH2:2][CH2:3][CH3:4]. (3) Given the reactants [CH3:1][N:2]([CH3:36])[CH2:3][CH2:4][N:5]1[C:9]2[CH:10]=[CH:11][C:12]([S:14]([CH2:17][CH:18]3[CH2:23][CH2:22][N:21](C(OC(C)(C)C)=O)[CH2:20][CH2:19]3)(=[O:16])=[O:15])=[CH:13][C:8]=2[N:7]=[C:6]1[CH2:31][C:32]([CH3:35])([CH3:34])[CH3:33].Cl[Si](C)(C)C, predict the reaction product. The product is: [CH3:1][N:2]([CH3:36])[CH2:3][CH2:4][N:5]1[C:9]2[CH:10]=[CH:11][C:12]([S:14]([CH2:17][CH:18]3[CH2:19][CH2:20][NH:21][CH2:22][CH2:23]3)(=[O:16])=[O:15])=[CH:13][C:8]=2[N:7]=[C:6]1[CH2:31][C:32]([CH3:34])([CH3:33])[CH3:35]. (4) Given the reactants C([N:8]1[CH2:17][CH:16]([C:18]2[CH:23]=[CH:22][C:21]([O:24][CH3:25])=[CH:20][CH:19]=2)[C:15]2[C:10](=[CH:11][C:12]([O:26][CH2:27][CH2:28][CH2:29][N:30]3[CH2:35][CH2:34][CH:33]([F:36])[CH2:32][CH2:31]3)=[CH:13][CH:14]=2)[CH2:9]1)C1C=CC=CC=1.C(O)(C(F)(F)F)=O, predict the reaction product. The product is: [F:36][CH:33]1[CH2:32][CH2:31][N:30]([CH2:29][CH2:28][CH2:27][O:26][C:12]2[CH:11]=[C:10]3[C:15]([CH:16]([C:18]4[CH:19]=[CH:20][C:21]([O:24][CH3:25])=[CH:22][CH:23]=4)[CH2:17][NH:8][CH2:9]3)=[CH:14][CH:13]=2)[CH2:35][CH2:34]1. (5) Given the reactants Cl[C:2]1[CH:3]=[C:4]([C:13]2[C:25]3[C:24]4[CH2:23][CH2:22][CH2:21][CH2:20][C:19]=4[N:18]([CH:26]4[CH2:28][CH2:27]4)[C:17]=3[N:16]=[C:15]([CH3:29])[C:14]=2[C:30](OCC)=[O:31])[C:5]([CH3:12])=[C:6]2[C:11]=1[O:10][CH2:9][CH2:8][CH2:7]2.[H-].[H-].[H-].[H-].[Li+].[Al+3].ClCl.[OH-].[Na+].C1C=C[NH+]=CC=1.[O-][Cr](Cl)(=O)=O, predict the reaction product. The product is: [CH:26]1([N:18]2[C:19]3[CH2:20][CH2:21][CH2:22][CH2:23][C:24]=3[C:25]3[C:13]([C:4]4[C:5]([CH3:12])=[C:6]5[C:11](=[CH:2][CH:3]=4)[O:10][CH2:9][CH2:8][CH2:7]5)=[C:14]([CH:30]=[O:31])[C:15]([CH3:29])=[N:16][C:17]2=3)[CH2:27][CH2:28]1. (6) The product is: [Br:13][C:14]1[CH:19]=[C:18]([CH3:20])[C:17]([F:21])=[C:16]([CH:26]([C:25]2[CH:28]=[CH:29][CH:30]=[C:23]([F:22])[CH:24]=2)[OH:27])[CH:15]=1. Given the reactants C([Li])CCC.C(NC(C)C)(C)C.[Br:13][C:14]1[CH:15]=[CH:16][C:17]([F:21])=[C:18]([CH3:20])[CH:19]=1.[F:22][C:23]1[CH:24]=[C:25]([CH:28]=[CH:29][CH:30]=1)[CH:26]=[O:27].Cl, predict the reaction product.